This data is from Reaction yield outcomes from USPTO patents with 853,638 reactions. The task is: Predict the reaction yield, written as a fraction of the theoretical maximum amount of product (1.0 means a 100% yield; for example, 0.34 means a 34% yield). (1) The reactants are [CH2:1]([O:4][C:5]1[CH:10]=[CH:9][CH:8]=[CH:7][C:6]=1[C:11]1[C:12]2[C:13]3[CH2:24][CH2:23][NH:22][CH2:21][CH2:20][C:14]=3[NH:15][C:16]=2[CH:17]=[CH:18][CH:19]=1)[CH2:2][CH3:3].C([BH3-])#N.[Na+]. The catalyst is FC(F)(F)C(O)=O.CO.O. The product is [CH2:1]([O:4][C:5]1[CH:10]=[CH:9][CH:8]=[CH:7][C:6]=1[C:11]1[C:12]2[C@@H:13]3[CH2:24][CH2:23][NH:22][CH2:21][CH2:20][C@@H:14]3[NH:15][C:16]=2[CH:17]=[CH:18][CH:19]=1)[CH2:2][CH3:3]. The yield is 0.400. (2) The reactants are Cl[C:2]1[CH:7]=[CH:6][N:5]=[C:4]2[CH:8]=[CH:9][NH:10][C:3]=12.[C:11]([O:15][C:16](=[O:35])[NH:17][CH:18]([CH2:27][C:28]1[CH:33]=[CH:32][C:31]([Cl:34])=[CH:30][CH:29]=1)[C:19](=[O:26])[N:20]1[CH2:25][CH2:24][NH:23][CH2:22][CH2:21]1)([CH3:14])([CH3:13])[CH3:12]. The catalyst is C1(C)C(C)=CC=CC=1. The product is [C:11]([O:15][C:16](=[O:35])[NH:17][CH:18]([CH2:27][C:28]1[CH:29]=[CH:30][C:31]([Cl:34])=[CH:32][CH:33]=1)[C:19](=[O:26])[N:20]1[CH2:21][CH2:22][N:23]([C:2]2[CH:7]=[CH:6][N:5]=[C:4]3[CH:8]=[CH:9][NH:10][C:3]=23)[CH2:24][CH2:25]1)([CH3:14])([CH3:12])[CH3:13]. The yield is 0.0800. (3) The reactants are [C:1]([O:5][C:6]([NH:8][CH:9]1[CH2:17][C:16]2[C:11](=[CH:12][CH:13]=[CH:14][CH:15]=2)[CH2:10]1)=[O:7])([CH3:4])([CH3:3])[CH3:2].[H-].[Na+].I[CH3:21]. The catalyst is CN(C=O)C. The product is [C:1]([O:5][C:6]([N:8]([CH:9]1[CH2:17][C:16]2[C:11](=[CH:12][CH:13]=[CH:14][CH:15]=2)[CH2:10]1)[CH3:21])=[O:7])([CH3:4])([CH3:2])[CH3:3]. The yield is 0.360. (4) The reactants are [OH:1][C:2]1[CH:7]=[CH:6][C:5]([N:8]2[C:13](=[O:14])[C:12]([CH2:15][C:16]3[CH:21]=[CH:20][C:19]([C:22]4[C:23]([C:28]#[N:29])=[CH:24][CH:25]=[CH:26][CH:27]=4)=[CH:18][CH:17]=3)=[C:11]([CH2:30][CH2:31][CH3:32])[N:10]=[C:9]2[CH3:33])=[CH:4][CH:3]=1.[Si](O[CH:42]1[CH2:47][CH2:46][CH2:45][CH:44]([OH:48])[CH2:43]1)(C(C)(C)C)(C)C.C1(P(C2C=CC=CC=2)C2C=CC=CC=2)C=CC=CC=1.[N:69]([C:70]([O:72]C(C)C)=[O:71])=[N:69][C:70]([O:72]C(C)C)=[O:71]. The catalyst is O1CCCC1.O.C(OCC)(=O)C. The product is [OH:48][CH:44]1[CH2:43][CH2:42][CH2:47][CH:46]([O:1][C:2]2[CH:3]=[CH:4][C:5]([N:8]3[C:13](=[O:14])[C:12]([CH2:15][C:16]4[CH:21]=[CH:20][C:19]([C:22]5[CH:27]=[CH:26][CH:25]=[CH:24][C:23]=5[C:28]5[NH:69][C:70](=[O:71])[O:72][N:29]=5)=[CH:18][CH:17]=4)=[C:11]([CH2:30][CH2:31][CH3:32])[N:10]=[C:9]3[CH3:33])=[CH:6][CH:7]=2)[CH2:45]1. The yield is 0.500. (5) The reactants are [O:1]1[CH2:5][CH2:4][CH2:3][CH:2]1[C:6]([OH:8])=[O:7].C(Cl)(=O)C(Cl)=O.[C:15]1([O:22][CH3:23])[C:16](=[CH:18][CH:19]=[CH:20][CH:21]=1)O.O1CCCC1C(Cl)=O.N1C=CC=CC=1. The catalyst is C(Cl)Cl.CN(C=O)C. The product is [O:1]1[CH2:5][CH2:4][CH2:3][CH:2]1[C:6]([O:8][C:21]1[CH:20]=[CH:19][CH:18]=[CH:16][C:15]=1[O:22][CH3:23])=[O:7]. The yield is 0.630.